From a dataset of Retrosynthesis with 50K atom-mapped reactions and 10 reaction types from USPTO. Predict the reactants needed to synthesize the given product. Given the product CC(=O)Cn1c(Oc2cc(C)cc(C)c2)c(C(C)C)c(=O)[nH]c1=O, predict the reactants needed to synthesize it. The reactants are: CC(=O)CCl.Cc1cc(C)cc(Oc2[nH]c(=O)[nH]c(=O)c2C(C)C)c1.